This data is from Full USPTO retrosynthesis dataset with 1.9M reactions from patents (1976-2016). The task is: Predict the reactants needed to synthesize the given product. (1) Given the product [F:21][C:18]1[CH:19]=[CH:20][C:15]([CH2:14][N:13]2[C:12]3[CH:22]=[CH:23][CH:24]=[CH:25][C:11]=3[N:10]=[C:9]2[N:5]2[CH2:6][CH2:7][CH:2]([OH:1])[CH2:3][CH2:4]2)=[CH:16][CH:17]=1, predict the reactants needed to synthesize it. The reactants are: [OH:1][CH:2]1[CH2:7][CH2:6][NH:5][CH2:4][CH2:3]1.Cl[C:9]1[N:13]([CH2:14][C:15]2[CH:20]=[CH:19][C:18]([F:21])=[CH:17][CH:16]=2)[C:12]2[CH:22]=[CH:23][CH:24]=[CH:25][C:11]=2[N:10]=1. (2) Given the product [CH3:1][O:2][C:3]1[CH:8]=[CH:7][CH:6]=[CH:5][C:4]=1[N:9]1[CH2:14][CH2:13][N:12]([CH2:22][C:23]([NH:25][C:26]2[CH:31]=[CH:30][CH:29]=[CH:28][N:27]=2)=[O:24])[CH2:11][CH2:10]1, predict the reactants needed to synthesize it. The reactants are: [CH3:1][O:2][C:3]1[CH:8]=[CH:7][CH:6]=[CH:5][C:4]=1[N:9]1[CH2:14][CH2:13][NH:12][CH2:11][CH2:10]1.C(=O)([O-])[O-].[K+].[K+].Cl[CH2:22][C:23]([NH:25][C:26]1[CH:31]=[CH:30][CH:29]=[CH:28][N:27]=1)=[O:24].[I-].[Na+]. (3) Given the product [N:17]1[CH:22]=[CH:21][CH:20]=[C:19]([C@@H:23]2[NH:3][CH:4]([C:7]([OH:9])=[O:8])[CH2:5][S:6]2)[CH:18]=1, predict the reactants needed to synthesize it. The reactants are: O.Cl.[NH2:3][C@H:4]([C:7]([OH:9])=[O:8])[CH2:5][SH:6].C([O-])(=O)C.[K+].CO.[N:17]1[CH:22]=[CH:21][CH:20]=[C:19]([CH:23]=O)[CH:18]=1. (4) Given the product [NH2:9][C:8]1[N:28]=[C:15]([C:18]2[CH:23]=[CH:22][CH:21]=[CH:20][CH:19]=2)[CH:16]=[C:4]([C:3]2[CH:10]=[CH:11][C:12]([Cl:14])=[CH:13][C:2]=2[Cl:1])[C:5]=1[C:6]#[N:7], predict the reactants needed to synthesize it. The reactants are: [Cl:1][C:2]1[CH:13]=[C:12]([Cl:14])[CH:11]=[CH:10][C:3]=1[CH:4]=[C:5]([C:8]#[N:9])[C:6]#[N:7].[C:15]([C:18]1[CH:23]=[CH:22][CH:21]=[CH:20][CH:19]=1)(=O)[CH3:16].C([O-])(=O)C.[NH4+:28].C1(C)C=CC=CC=1. (5) Given the product [CH3:15][C:4]1[C:5]([NH:8][C:9](=[O:14])[C:10]([CH3:13])([CH3:12])[CH3:11])=[CH:6][N:7]=[C:2]([CH2:91][C:90]([O:89][C:85]([CH3:88])([CH3:87])[CH3:86])=[O:93])[CH:3]=1, predict the reactants needed to synthesize it. The reactants are: Br[C:2]1[N:7]=[CH:6][C:5]([NH:8][C:9](=[O:14])[C:10]([CH3:13])([CH3:12])[CH3:11])=[C:4]([CH3:15])[CH:3]=1.C1(P(C2CCCCC2)C2C=CC=CC=2C2C(C(C)C)=CC(C(C)C)=CC=2C(C)C)CCCCC1.CC(C1C=C(C(C)C)C(C2C=CC=CC=2P(C2CCCCC2)C2CCCCC2)=C(C(C)C)C=1)C.[Cl-].[C:85]([O:89][C:90](=[O:93])[CH2:91][Zn+])([CH3:88])([CH3:87])[CH3:86].[NH4+].[Cl-].[Cl-].[Na+].O. (6) Given the product [CH2:1]([O:5][C:6]1[CH:7]=[C:8](/[CH:13]=[C:14](/[O:19][CH3:20])\[C:15]([O:17][CH3:18])=[O:16])[CH:9]=[CH:10][C:11]=1[C:35]1[CH:34]=[CH:33][CH:32]=[C:31]([N:30]([CH3:46])[C:29]([NH:28][CH2:21][CH2:22][CH2:23][CH2:24][CH2:25][CH2:26][CH3:27])=[O:47])[CH:36]=1)[CH2:2][CH2:3][CH3:4], predict the reactants needed to synthesize it. The reactants are: [CH2:1]([O:5][C:6]1[CH:7]=[C:8](/[CH:13]=[C:14](/[O:19][CH3:20])\[C:15]([O:17][CH3:18])=[O:16])[CH:9]=[CH:10][C:11]=1I)[CH2:2][CH2:3][CH3:4].[CH2:21]([NH:28][C:29](=[O:47])[N:30]([CH3:46])[C:31]1[CH:36]=[CH:35][CH:34]=[C:33](B2OC(C)(C)C(C)(C)O2)[CH:32]=1)[CH2:22][CH2:23][CH2:24][CH2:25][CH2:26][CH3:27].P([O-])([O-])([O-])=O.[K+].[K+].[K+].O. (7) Given the product [CH2:27]([N:26]([CH2:29][CH3:30])[C:24](=[O:25])[CH2:23][N:8]1[C:9](=[O:11])[C:10]2[C:2]([CH3:1])=[C:3]([C:12]([O:14][CH3:15])=[O:13])[S:4][C:5]=2[N:6]=[CH:7]1)[CH3:28], predict the reactants needed to synthesize it. The reactants are: [CH3:1][C:2]1[C:10]2[C:9](=[O:11])[NH:8][CH:7]=[N:6][C:5]=2[S:4][C:3]=1[C:12]([O:14][CH3:15])=[O:13].C([O-])([O-])=O.[K+].[K+].Cl[CH2:23][C:24]([N:26]([CH2:29][CH3:30])[CH2:27][CH3:28])=[O:25]. (8) Given the product [CH3:14][N:15]([CH3:32])[C:16]1[CH:21]=[CH:20][C:19]([C:22]2[C:23]3[N:24]([N:28]=[C:29]([NH:31][CH:10]4[CH2:11][CH2:12][N:7]([C:5]5[S:4][N:3]=[C:2]([CH3:1])[N:6]=5)[CH2:8][CH2:9]4)[N:30]=3)[CH:25]=[CH:26][CH:27]=2)=[CH:18][CH:17]=1, predict the reactants needed to synthesize it. The reactants are: [CH3:1][C:2]1[N:6]=[C:5]([N:7]2[CH2:12][CH2:11][C:10](=O)[CH2:9][CH2:8]2)[S:4][N:3]=1.[CH3:14][N:15]([CH3:32])[C:16]1[CH:21]=[CH:20][C:19]([C:22]2[C:23]3[N:24]([N:28]=[C:29]([NH2:31])[N:30]=3)[CH:25]=[CH:26][CH:27]=2)=[CH:18][CH:17]=1. (9) Given the product [NH2:32][C:31]1[NH:33][C:3](=[O:2])[C:5]2[CH2:10][C:9]([C:11]3[C:19]4[C:18]5[CH:20]=[CH:21][CH:22]=[CH:23][C:17]=5[O:16][C:15]=4[C:14]([O:24][CH3:25])=[CH:13][CH:12]=3)([C:26]#[N:27])[CH2:8][CH2:7][C:6]=2[N:30]=1, predict the reactants needed to synthesize it. The reactants are: C[O:2][C:3]([CH:5]1[CH2:10][C:9]([C:26]#[N:27])([C:11]2[C:19]3[C:18]4[CH:20]=[CH:21][CH:22]=[CH:23][C:17]=4[O:16][C:15]=3[C:14]([O:24][CH3:25])=[CH:13][CH:12]=2)[CH2:8][CH2:7][C:6]1=O)=O.Cl.[NH2:30][C:31]([NH2:33])=[NH:32].C[O-].[Na+]. (10) The reactants are: [Br:1][C:2]1[CH:10]=[C:9](/[CH:11]=[CH:12]/[CH:13]([C:18]2[CH:23]=[C:22]([Cl:24])[C:21]([Cl:25])=[C:20]([Cl:26])[CH:19]=2)[C:14]([F:17])([F:16])[F:15])[CH:8]=[CH:7][C:3]=1[C:4](O)=[O:5].[CH3:27][N:28]([C:30](=[O:33])[CH2:31][CH3:32])[NH2:29].CCN=C=NCCCN(C)C.Cl.CCN(C(C)C)C(C)C. Given the product [Br:1][C:2]1[CH:10]=[C:9](/[CH:11]=[CH:12]/[CH:13]([C:18]2[CH:19]=[C:20]([Cl:26])[C:21]([Cl:25])=[C:22]([Cl:24])[CH:23]=2)[C:14]([F:17])([F:15])[F:16])[CH:8]=[CH:7][C:3]=1[C:4]([NH:29][N:28]([CH3:27])[C:30](=[O:33])[CH2:31][CH3:32])=[O:5], predict the reactants needed to synthesize it.